Dataset: Full USPTO retrosynthesis dataset with 1.9M reactions from patents (1976-2016). Task: Predict the reactants needed to synthesize the given product. (1) Given the product [C:19]([O:18][C:14]([NH:15][NH:16][C:11]([C:9]1[NH:8][C:5]2=[CH:6][N:7]=[C:2]([Cl:1])[CH:3]=[C:4]2[CH:10]=1)=[O:13])=[O:17])([CH3:22])([CH3:21])[CH3:20], predict the reactants needed to synthesize it. The reactants are: [Cl:1][C:2]1[CH:3]=[C:4]2[CH:10]=[C:9]([C:11]([OH:13])=O)[NH:8][C:5]2=[CH:6][N:7]=1.[C:14]([O:18][C:19]([CH3:22])([CH3:21])[CH3:20])(=[O:17])[NH:15][NH2:16].CCN(C(C)C)C(C)C.C1C=CC2N(O)N=NC=2C=1.CCN=C=NCCCN(C)C. (2) Given the product [C:1]([O:5][C:6]([N:25]1[CH2:27][C:28]([CH3:32])([CH3:29])[NH:24][CH2:23][CH:22]1[CH:21]([CH3:26])[CH3:20])=[O:7])([CH3:4])([CH3:3])[CH3:2], predict the reactants needed to synthesize it. The reactants are: [C:1]([O:5][C:6](N1CC2(CCCC2)NCC1(C)C)=[O:7])([CH3:4])([CH3:3])[CH3:2].[CH3:20][CH:21]([CH3:26])[CH:22]([NH2:25])[CH2:23][NH2:24].[CH3:27][C:28]([CH3:32])(O)[C:29]#N. (3) Given the product [C@H:1]1([OH:10])[C:9]2[C:4](=[CH:5][CH:6]=[CH:7][CH:8]=2)[CH2:3][CH2:2]1, predict the reactants needed to synthesize it. The reactants are: [C:1]1(=[O:10])[C:9]2[C:4](=[CH:5][CH:6]=[CH:7][CH:8]=2)[CH2:3][CH2:2]1.[H][H]. (4) Given the product [NH2:1][C:2]1[N:6]([CH:7]2[CH2:12][CH2:11][CH2:10][N:9]([C:13]([O:15][CH2:16][C:17]3[CH:22]=[CH:21][CH:20]=[CH:19][CH:18]=3)=[O:14])[CH2:8]2)[N:5]=[C:4]([C:23]2[CH:28]=[CH:27][CH:26]=[C:25]([I:38])[CH:24]=2)[C:3]=1[C:36]#[N:37], predict the reactants needed to synthesize it. The reactants are: [NH2:1][C:2]1[N:6]([CH:7]2[CH2:12][CH2:11][CH2:10][N:9]([C:13]([O:15][CH2:16][C:17]3[CH:22]=[CH:21][CH:20]=[CH:19][CH:18]=3)=[O:14])[CH2:8]2)[N:5]=[C:4]([C:23]2[CH:28]=[CH:27][C:26](OC3C=CC=CC=3)=[CH:25][CH:24]=2)[C:3]=1[C:36]#[N:37].[I:38]C1C=C(C(OC)=C(C#N)C#N)C=CC=1.Cl.C(OC(N1CCCC(NN)C1)=O)C1C=CC=CC=1.